From a dataset of Catalyst prediction with 721,799 reactions and 888 catalyst types from USPTO. Predict which catalyst facilitates the given reaction. Reactant: [CH3:1][O:2][C:3]1[CH:32]=[CH:31][C:6]([CH2:7][N:8]([CH2:22][C:23]2[CH:28]=[CH:27][C:26]([O:29][CH3:30])=[CH:25][CH:24]=2)[C:9]2[CH:16]=[C:15](/[CH:17]=[CH:18]/[N:19](C)C)[C:12]([C:13]#[N:14])=[CH:11][N:10]=2)=[CH:5][CH:4]=1.N. Product: [CH3:30][O:29][C:26]1[CH:25]=[CH:24][C:23]([CH2:22][N:8]([CH2:7][C:6]2[CH:5]=[CH:4][C:3]([O:2][CH3:1])=[CH:32][CH:31]=2)[C:9]2[CH:16]=[C:15]3[C:12](=[CH:11][N:10]=2)[C:13]([NH2:14])=[N:19][CH:18]=[CH:17]3)=[CH:28][CH:27]=1. The catalyst class is: 12.